This data is from Catalyst prediction with 721,799 reactions and 888 catalyst types from USPTO. The task is: Predict which catalyst facilitates the given reaction. Reactant: C([N:8]1[C@@H:16]2[C@@H:11]([CH2:12][CH2:13][CH2:14][CH2:15]2)[CH2:10][C@H:9]1[C:17]([OH:19])=[O:18])(OC(C)(C)C)=O.[CH3:20][N:21]([CH3:28])[CH2:22][C:23]([CH3:27])([CH3:26])[CH2:24]O.[ClH:29].CN(C)CCCN=C=NCC.C1C=CC2N(O)N=NC=2C=1. Product: [ClH:29].[CH3:20][N:21]([CH3:28])[CH2:22][C:23]([CH3:27])([CH3:26])[CH2:24][O:19][C:17]([CH:9]1[CH2:10][C@H:11]2[C@H:16]([CH2:15][CH2:14][CH2:13][CH2:12]2)[NH:8]1)=[O:18]. The catalyst class is: 277.